This data is from Full USPTO retrosynthesis dataset with 1.9M reactions from patents (1976-2016). The task is: Predict the reactants needed to synthesize the given product. (1) The reactants are: [CH2:1]([C:8]1[CH:17]=[C:16]2[C:11]([C:12]([OH:23])=[C:13]([C:19](OC)=[O:20])[C:14](=[O:18])[NH:15]2)=[N:10][CH:9]=1)[C:2]1[CH:7]=[CH:6][CH:5]=[CH:4][CH:3]=1.Cl.[NH2:25][OH:26].C[O-].[Na+].CO.Cl. Given the product [CH2:1]([C:8]1[CH:17]=[C:16]2[C:11]([C:12]([OH:23])=[C:13]([C:19]([NH:25][OH:26])=[O:20])[C:14](=[O:18])[NH:15]2)=[N:10][CH:9]=1)[C:2]1[CH:7]=[CH:6][CH:5]=[CH:4][CH:3]=1, predict the reactants needed to synthesize it. (2) Given the product [F:16][CH:6]1[C:7]([F:15])([O:8][CH2:9][CH2:10][CH2:11][CH2:12][CH2:13][CH3:14])[C:2]([F:1])=[CH:3][CH:4]=[C:5]1[B:26]([OH:27])[OH:25], predict the reactants needed to synthesize it. The reactants are: [F:1][CH:2]1[C:7]([F:15])([O:8][CH2:9][CH2:10][CH2:11][CH2:12][CH2:13][CH3:14])[C:6]([F:16])=[CH:5][CH:4]=[CH:3]1.C([Li])CCC.C([O:25][B:26](OC(C)C)[O:27]C(C)C)(C)C.Cl. (3) Given the product [F:1][C:2]1[CH:7]=[CH:6][C:5]([O:8][C:10]2[C:19]3[C:14](=[CH:15][C:16]([O:22][CH3:23])=[C:17]([O:20][CH3:21])[CH:18]=3)[CH:13]=[C:12]([NH:24][C:25]3[CH:29]=[C:28]([CH3:30])[NH:27][N:26]=3)[N:11]=2)=[CH:4][CH:3]=1, predict the reactants needed to synthesize it. The reactants are: [F:1][C:2]1[CH:7]=[CH:6][C:5]([OH:8])=[CH:4][CH:3]=1.Cl[C:10]1[C:19]2[C:14](=[CH:15][C:16]([O:22][CH3:23])=[C:17]([O:20][CH3:21])[CH:18]=2)[CH:13]=[C:12]([NH:24][C:25]2[CH:29]=[C:28]([CH3:30])[NH:27][N:26]=2)[N:11]=1. (4) The reactants are: Cl.Cl.[NH:3]1[CH2:8][CH2:7][CH:6]([NH:9][C:10]2[N:15]=[CH:14][C:13](/[CH:16]=[CH:17]/[C:18]([O:20][CH2:21][CH3:22])=[O:19])=[CH:12][CH:11]=2)[CH2:5][CH2:4]1.CCN(CC)CC.[Cl:30][C:31]1[CH:36]=[CH:35][C:34]([N:37]=[C:38]=[O:39])=[CH:33][CH:32]=1.O. Given the product [Cl:30][C:31]1[CH:36]=[CH:35][C:34]([NH:37][C:38]([N:3]2[CH2:8][CH2:7][CH:6]([NH:9][C:10]3[N:15]=[CH:14][C:13](/[CH:16]=[CH:17]/[C:18]([O:20][CH2:21][CH3:22])=[O:19])=[CH:12][CH:11]=3)[CH2:5][CH2:4]2)=[O:39])=[CH:33][CH:32]=1, predict the reactants needed to synthesize it. (5) Given the product [Br:1][C:2]1[N:7]=[CH:6][C:5]2[CH:8]=[C:9]([C:15]3[CH:16]=[N:17][N:18]([CH3:20])[CH:19]=3)[NH:10][C:4]=2[CH:3]=1, predict the reactants needed to synthesize it. The reactants are: [Br:1][C:2]1[N:7]=[CH:6][C:5]2[CH:8]=[C:9]([C:15]3[CH:16]=[N:17][N:18]([CH3:20])[CH:19]=3)[N:10](S(C)(=O)=O)[C:4]=2[CH:3]=1.[OH-].[Na+]. (6) Given the product [CH3:1][O:2][C:3]1[CH:4]=[CH:5][C:6]([CH2:7][NH:8][C:9]([C:11]2[S:33][C:14]3[N:15]([CH3:32])[C:16](=[O:31])[N:17]([CH2:20][C:21]4[CH:26]=[CH:25][C:24]([C:27]5[NH:30][C:43](=[O:44])[O:29][N:28]=5)=[CH:23][CH:22]=4)[C:18](=[O:19])[C:13]=3[CH:12]=2)=[O:10])=[CH:34][CH:35]=1, predict the reactants needed to synthesize it. The reactants are: [CH3:1][O:2][C:3]1[CH:35]=[CH:34][C:6]([CH2:7][NH:8][C:9]([C:11]2[S:33][C:14]3[N:15]([CH3:32])[C:16](=[O:31])[N:17]([CH2:20][C:21]4[CH:26]=[CH:25][C:24]([C:27](=[NH:30])[NH:28][OH:29])=[CH:23][CH:22]=4)[C:18](=[O:19])[C:13]=3[CH:12]=2)=[O:10])=[CH:5][CH:4]=1.N1C=CC=CC=1.Cl[C:43](OCC)=[O:44].O. (7) Given the product [NH2:1][C:2]1[C:10]([Br:11])=[CH:9][C:8]([CH3:12])=[CH:7][C:3]=1[C:4]([O:6][CH2:17][CH3:18])=[O:5], predict the reactants needed to synthesize it. The reactants are: [NH2:1][C:2]1[C:10]([Br:11])=[CH:9][C:8]([CH3:12])=[CH:7][C:3]=1[C:4]([OH:6])=[O:5].S(Cl)(Cl)=O.[CH2:17](O)[CH3:18]. (8) Given the product [O:37]1[CH2:38][C:3]([C:4]([OH:5])=[O:15])=[C:2]([C:1]([OH:11])=[O:10])[CH2:36]1, predict the reactants needed to synthesize it. The reactants are: [C:1]([O-:11])(=[O:10])[CH:2]1NC(=O)N[C:4](=[O:5])[CH2:3]1.C1C(=NC2C=C(Cl)C(O)=C(Cl)C=2)C=CC(=[O:15])C=1.[Cl-].[K+].CCC([CH2:36][O:37][C:38](C(N(CC[NH+](C)C)C)=O)(C1C=CC=CC=1)C1C=CC=CC=1)CC.[Cl-]. (9) The reactants are: [CH2:1]([OH:4])[C:2]#[CH:3].[Li]CCCC.[F:10][CH:11]([F:31])[O:12][C:13]1[CH:18]=[CH:17][C:16]([C:19](=[O:30])[C:20]([C:22]2[CH:23]=[C:24]([CH:27]=[CH:28][CH:29]=2)[CH:25]=[O:26])=[O:21])=[CH:15][CH:14]=1. Given the product [F:10][CH:11]([F:31])[O:12][C:13]1[CH:18]=[CH:17][C:16]([C:19](=[O:30])[C:20]([C:22]2[CH:29]=[CH:28][CH:27]=[C:24]([CH:25]([OH:26])[C:3]#[C:2][CH2:1][OH:4])[CH:23]=2)=[O:21])=[CH:15][CH:14]=1, predict the reactants needed to synthesize it. (10) Given the product [NH2:21][CH:5]([C:4]1[CH:7]=[CH:8][CH:9]=[C:2]([Br:1])[CH:3]=1)[CH2:11][C:10]([OH:16])=[O:15], predict the reactants needed to synthesize it. The reactants are: [Br:1][C:2]1[CH:3]=[C:4]([CH:7]=[CH:8][CH:9]=1)[CH:5]=O.[C:10]([OH:16])(=[O:15])[CH2:11]C(O)=O.C([O-])(=O)C.[NH4+:21].